Dataset: Peptide-MHC class II binding affinity with 134,281 pairs from IEDB. Task: Regression. Given a peptide amino acid sequence and an MHC pseudo amino acid sequence, predict their binding affinity value. This is MHC class II binding data. (1) The peptide sequence is DRWLDLRYVGPASAD. The MHC is HLA-DQA10102-DQB10602 with pseudo-sequence HLA-DQA10102-DQB10602. The binding affinity (normalized) is 0.139. (2) The peptide sequence is PIEHIASMRRNYFTA. The MHC is DRB1_1302 with pseudo-sequence DRB1_1302. The binding affinity (normalized) is 0.239. (3) The peptide sequence is EKKYFAATQFEPLNA. The MHC is HLA-DQA10501-DQB10201 with pseudo-sequence HLA-DQA10501-DQB10201. The binding affinity (normalized) is 0.534.